From a dataset of Full USPTO retrosynthesis dataset with 1.9M reactions from patents (1976-2016). Predict the reactants needed to synthesize the given product. (1) Given the product [Cl:17][C:11]1[C:12]([Cl:16])=[CH:13][CH:14]=[CH:15][C:10]=1[CH2:9][CH:3]([C:4](=[O:6])[CH3:5])[C:1]#[N:2], predict the reactants needed to synthesize it. The reactants are: [C:1]([CH:3]([Na])[C:4](=[O:6])[CH3:5])#[N:2].Br[CH2:9][C:10]1[CH:15]=[CH:14][CH:13]=[C:12]([Cl:16])[C:11]=1[Cl:17]. (2) Given the product [CH2:1]([C:3]1[N:7]([CH3:8])[C:6]2[CH:9]=[C:10]([N:13]3[CH:18]=[CH:17][C:16]([O:19][CH2:28][C:25]4[CH:24]=[C:23]([C:22]([F:31])([F:30])[F:21])[S:27][CH:26]=4)=[CH:15][C:14]3=[O:20])[CH:11]=[CH:12][C:5]=2[N:4]=1)[CH3:2], predict the reactants needed to synthesize it. The reactants are: [CH2:1]([C:3]1[N:7]([CH3:8])[C:6]2[CH:9]=[C:10]([N:13]3[CH:18]=[CH:17][C:16]([OH:19])=[CH:15][C:14]3=[O:20])[CH:11]=[CH:12][C:5]=2[N:4]=1)[CH3:2].[F:21][C:22]([F:31])([F:30])[C:23]1[S:27][CH:26]=[C:25]([CH2:28]O)[CH:24]=1.C1(P(C2C=CC=CC=2)C2C=CC=CC=2)C=CC=CC=1.N(C(OCCOC)=O)=NC(OCCOC)=O. (3) The reactants are: [CH3:1][O:2][C:3](=[O:12])[C:4]1[CH:9]=[C:8]([OH:10])[CH:7]=[C:6]([Cl:11])[CH:5]=1.[Cl:13][C:14]1[CH:21]=[CH:20][C:17]([CH2:18]Br)=[CH:16][CH:15]=1.C(=O)([O-])[O-].[Cs+].[Cs+]. Given the product [CH3:1][O:2][C:3](=[O:12])[C:4]1[CH:9]=[C:8]([O:10][CH2:18][C:17]2[CH:20]=[CH:21][C:14]([Cl:13])=[CH:15][CH:16]=2)[CH:7]=[C:6]([Cl:11])[CH:5]=1, predict the reactants needed to synthesize it. (4) Given the product [C:14]([C:4]1[CH:5]=[CH:6][C:7]([N:8]2[CH2:13][CH2:12][N:11]([C:20]([C:19]3[CH:23]=[C:24]([S:27]([NH:28][CH3:29])(=[O:31])=[O:30])[CH:25]=[CH:26][C:18]=3[Cl:17])=[O:21])[CH2:10][CH2:9]2)=[C:2]([F:1])[CH:3]=1)(=[O:16])[CH3:15], predict the reactants needed to synthesize it. The reactants are: [F:1][C:2]1[CH:3]=[C:4]([C:14](=[O:16])[CH3:15])[CH:5]=[CH:6][C:7]=1[N:8]1[CH2:13][CH2:12][NH:11][CH2:10][CH2:9]1.[Cl:17][C:18]1[CH:26]=[CH:25][C:24]([S:27](=[O:31])(=[O:30])[NH:28][CH3:29])=[CH:23][C:19]=1[C:20](O)=[O:21]. (5) Given the product [C:1]([C:4]1[N:9]=[C:8]([CH:10]([C:22]2[CH:27]=[CH:26][CH:25]=[C:24]([C:28]([CH3:31])([CH3:30])[CH3:29])[N:23]=2)[C:12]2[CH:17]=[CH:16][CH:15]=[C:14]([C:18]([CH3:21])([CH3:20])[CH3:19])[N:13]=2)[CH:7]=[CH:6][CH:5]=1)([OH:3])=[O:2], predict the reactants needed to synthesize it. The reactants are: [C:1]([C:4]1[N:9]=[C:8]([C:10]([C:22]2[CH:27]=[CH:26][CH:25]=[C:24]([C:28]([CH3:31])([CH3:30])[CH3:29])[N:23]=2)([C:12]2[CH:17]=[CH:16][CH:15]=[C:14]([C:18]([CH3:21])([CH3:20])[CH3:19])[N:13]=2)O)[CH:7]=[CH:6][CH:5]=1)([OH:3])=[O:2].[PH2](O)=O.I. (6) Given the product [C:3]([C:8]1[O:51][C:50]([C:33]2[C:32]([NH2:31])=[N:37][CH:36]=[C:35]([C:38]3[CH:39]=[CH:40][C:41]([S:44]([CH:47]([CH3:49])[CH3:48])(=[O:45])=[O:46])=[CH:42][CH:43]=3)[N:34]=2)=[N:52][N:53]=1)#[CH:4], predict the reactants needed to synthesize it. The reactants are: BrP(Br)(C1C=CC=CC=1)(C1C=CC=CC=1)[C:3]1[CH:8]=CC=C[CH:4]=1.C[Si](C)(C)C#CC(O)=O.[NH2:31][C:32]1[C:33]([C:50]([NH:52][NH2:53])=[O:51])=[N:34][C:35]([C:38]2[CH:43]=[CH:42][C:41]([S:44]([CH:47]([CH3:49])[CH3:48])(=[O:46])=[O:45])=[CH:40][CH:39]=2)=[CH:36][N:37]=1.CCN(C(C)C)C(C)C.C(=O)([O-])[O-].[K+].[K+].